The task is: Predict the product of the given reaction.. This data is from Forward reaction prediction with 1.9M reactions from USPTO patents (1976-2016). (1) Given the reactants [C:1]1([C:7]2[CH:15]=[CH:14][C:10]([C:11]([OH:13])=O)=[CH:9][CH:8]=2)[CH:6]=[CH:5][CH:4]=[CH:3][CH:2]=1.[Cl:16][C:17]1[CH:18]=[C:19]([CH:22]=[CH:23][C:24]=1[Cl:25])[CH2:20][NH2:21], predict the reaction product. The product is: [Cl:16][C:17]1[CH:18]=[C:19]([CH:22]=[CH:23][C:24]=1[Cl:25])[CH2:20][NH:21][C:11]([C:10]1[CH:9]=[CH:8][C:7]([C:1]2[CH:2]=[CH:3][CH:4]=[CH:5][CH:6]=2)=[CH:15][CH:14]=1)=[O:13]. (2) The product is: [CH3:1][O:2][C:3](=[O:29])[CH2:4][O:5][C:6]1[CH:11]=[CH:10][C:9]([S:12]([NH:13][C:14]2[CH:15]=[CH:16][C:17]([N:20]3[CH2:25][CH2:24][CH:23]([NH:45][CH2:44][C@H:31]([OH:30])[CH2:32][O:33][C:34]4[C:42]5[NH:41][C:40](=[O:43])[NH:39][C:38]=5[CH:37]=[CH:36][CH:35]=4)[CH2:22][CH2:21]3)=[CH:18][CH:19]=2)(=[O:28])=[O:27])=[CH:8][CH:7]=1. Given the reactants [CH3:1][O:2][C:3](=[O:29])[CH2:4][O:5][C:6]1[CH:11]=[CH:10][C:9]([S:12](=[O:28])(=[O:27])[NH:13][C:14]2[CH:19]=[CH:18][C:17]([N:20]3[CH2:25][CH2:24][C:23](=O)[CH2:22][CH2:21]3)=[CH:16][CH:15]=2)=[CH:8][CH:7]=1.[OH:30][C@@H:31]([CH2:44][NH2:45])[CH2:32][O:33][C:34]1[C:42]2[NH:41][C:40](=[O:43])[NH:39][C:38]=2[CH:37]=[CH:36][CH:35]=1, predict the reaction product. (3) Given the reactants C(OC([N:11]1[CH2:15][CH2:14][C:13]([CH2:17][O:18][C:19]2[CH:24]=[CH:23][C:22]([N:25]3[CH2:29][C@H:28]([CH2:30][NH:31][C:32](=[O:34])[CH3:33])[O:27][C:26]3=[O:35])=[CH:21][C:20]=2[F:36])([OH:16])[CH2:12]1)=O)C1C=CC=CC=1, predict the reaction product. The product is: [F:36][C:20]1[CH:21]=[C:22]([N:25]2[CH2:29][C@H:28]([CH2:30][NH:31][C:32](=[O:34])[CH3:33])[O:27][C:26]2=[O:35])[CH:23]=[CH:24][C:19]=1[O:18][CH2:17][C:13]1([OH:16])[CH2:14][CH2:15][NH:11][CH2:12]1. (4) Given the reactants [H-].[Na+].[CH2:3]([C:7]1[CH:8]=[C:9]([NH:24][C:25]([C:27]2[C:32]([CH3:33])=[N:31][CH:30]=[CH:29][N:28]=2)=[O:26])[CH:10]=[CH:11][C:12]=1[C:13]([O:22][CH3:23])([C:18]([F:21])([F:20])[F:19])[C:14]([F:17])([F:16])[F:15])[CH:4]([CH3:6])[CH3:5].[C:34](Cl)(=[O:36])[CH3:35].Cl, predict the reaction product. The product is: [C:34]([N:24]([C:9]1[CH:10]=[CH:11][C:12]([C:13]([O:22][CH3:23])([C:18]([F:20])([F:21])[F:19])[C:14]([F:17])([F:16])[F:15])=[C:7]([CH2:3][CH:4]([CH3:6])[CH3:5])[CH:8]=1)[C:25]([C:27]1[C:32]([CH3:33])=[N:31][CH:30]=[CH:29][N:28]=1)=[O:26])(=[O:36])[CH3:35]. (5) Given the reactants [C@]12(CS(O)(=O)=O)C(C)(C)C(CC1)CC2=O.[NH2:16][C:17]1[CH:45]=[CH:44][C:20]([O:21][C:22]2[CH:27]=[CH:26][N:25]=[C:24]([NH:28][C:29]([N:31]3[CH2:36][CH2:35][CH:34]([N:37]4[CH2:40][CH:39]([N:41]([CH3:43])[CH3:42])[CH2:38]4)[CH2:33][CH2:32]3)=[O:30])[CH:23]=2)=[CH:19][CH:18]=1.[F:46][C:47]1[CH:52]=[CH:51][C:50]([CH2:53][C:54]([N:56]=[C:57]=[S:58])=[O:55])=[CH:49][CH:48]=1, predict the reaction product. The product is: [F:46][C:47]1[CH:48]=[CH:49][C:50]([CH2:53][C:54]([NH:56][C:57](=[S:58])[NH:16][C:17]2[CH:18]=[CH:19][C:20]([O:21][C:22]3[CH:27]=[CH:26][N:25]=[C:24]([NH:28][C:29]([N:31]4[CH2:32][CH2:33][CH:34]([N:37]5[CH2:38][CH:39]([N:41]([CH3:43])[CH3:42])[CH2:40]5)[CH2:35][CH2:36]4)=[O:30])[CH:23]=3)=[CH:44][CH:45]=2)=[O:55])=[CH:51][CH:52]=1.